From a dataset of Full USPTO retrosynthesis dataset with 1.9M reactions from patents (1976-2016). Predict the reactants needed to synthesize the given product. (1) The reactants are: [Cl:1][C:2]1[CH:9]=[C:8]([N:10]([CH2:16][C:17]2[CH:22]=[CH:21][CH:20]=[CH:19][C:18]=2[CH3:23])[C@H:11]2[CH2:15][CH2:14][NH:13][CH2:12]2)[CH:7]=[CH:6][C:3]=1[C:4]#[N:5].[CH3:24][C:25]1[S:26][C:27]([CH:31]=O)=[C:28]([CH3:30])[N:29]=1. Given the product [Cl:1][C:2]1[CH:9]=[C:8]([N:10]([C@H:11]2[CH2:15][CH2:14][N:13]([CH2:31][C:27]3[S:26][C:25]([CH3:24])=[N:29][C:28]=3[CH3:30])[CH2:12]2)[CH2:16][C:17]2[CH:22]=[CH:21][CH:20]=[CH:19][C:18]=2[CH3:23])[CH:7]=[CH:6][C:3]=1[C:4]#[N:5], predict the reactants needed to synthesize it. (2) The reactants are: [C:1]([O:5][C:6]([NH:8][C@H:9]([CH2:13][O:14][CH3:15])[C:10]([OH:12])=O)=[O:7])([CH3:4])([CH3:3])[CH3:2].Cl.[F:17][CH:18]1[CH2:21][NH:20][CH2:19]1.CN(C(ON1N=NC2C=CC=CC1=2)=[N+](C)C)C.F[P-](F)(F)(F)(F)F.C1C=CC2N(O)N=NC=2C=1.C(N(CC)C(C)C)(C)C. Given the product [C:1]([O:5][C:6](=[O:7])[NH:8][C@H:9]([CH2:13][O:14][CH3:15])[C:10]([N:20]1[CH2:21][CH:18]([F:17])[CH2:19]1)=[O:12])([CH3:2])([CH3:3])[CH3:4], predict the reactants needed to synthesize it.